This data is from Forward reaction prediction with 1.9M reactions from USPTO patents (1976-2016). The task is: Predict the product of the given reaction. (1) Given the reactants CS(O[CH:6]([CH2:9][C:10]1[CH:15]=[CH:14][CH:13]=[C:12]([O:16][CH3:17])[CH:11]=1)[CH2:7][CH3:8])(=O)=O.[Li+].[Br-:19], predict the reaction product. The product is: [CH3:17][O:16][C:12]1[CH:13]=[CH:14][CH:15]=[C:10]([CH2:9][CH:6]([Br:19])[CH2:7][CH3:8])[CH:11]=1. (2) Given the reactants [Cl:1][C:2]1[CH:7]=[C:6]([N+:8]([O-])=O)[C:5]([CH3:11])=[CH:4][N+:3]=1[O-].[OH-].[Na+], predict the reaction product. The product is: [NH2:8][C:6]1[C:5]([CH3:11])=[CH:4][N:3]=[C:2]([Cl:1])[CH:7]=1. (3) Given the reactants C(P1(=O)OP(CCC)(=O)OP(CCC)(=O)O1)CC.[CH3:19][O:20][CH:21]([O:30][CH3:31])[CH2:22][NH:23][CH:24]1[CH2:29][CH2:28][CH2:27][CH2:26][CH2:25]1.[CH3:32][N:33]1[C:37]([C:38]2[CH:39]=[C:40]([CH:49]=[CH:50][CH:51]=2)[CH2:41][CH2:42][O:43][CH2:44][CH2:45][C:46](O)=[O:47])=[N:36][N:35]=[N:34]1.C(N(CC)CC)C, predict the reaction product. The product is: [CH:24]1([N:23]([CH2:22][CH:21]([O:30][CH3:31])[O:20][CH3:19])[C:46](=[O:47])[CH2:45][CH2:44][O:43][CH2:42][CH2:41][C:40]2[CH:49]=[CH:50][CH:51]=[C:38]([C:37]3[N:33]([CH3:32])[N:34]=[N:35][N:36]=3)[CH:39]=2)[CH2:29][CH2:28][CH2:27][CH2:26][CH2:25]1.